Dataset: CYP2C9 inhibition data for predicting drug metabolism from PubChem BioAssay. Task: Regression/Classification. Given a drug SMILES string, predict its absorption, distribution, metabolism, or excretion properties. Task type varies by dataset: regression for continuous measurements (e.g., permeability, clearance, half-life) or binary classification for categorical outcomes (e.g., BBB penetration, CYP inhibition). Dataset: cyp2c9_veith. (1) The molecule is CCOC(=O)c1ccccc1OCc1cc(/C=N/n2cnnc2)ccc1OC. The result is 1 (inhibitor). (2) The result is 0 (non-inhibitor). The compound is N#Cc1ccc(CN2CCCC3(CCN(C(=O)c4cc(C(F)(F)F)cc(C(F)(F)F)c4)CC3)C2)cc1. (3) The compound is Cc1cc(C)n(-c2nc(NC(C)C)nc(NC(C)C)n2)n1. The result is 0 (non-inhibitor).